This data is from Reaction yield outcomes from USPTO patents with 853,638 reactions. The task is: Predict the reaction yield, written as a fraction of the theoretical maximum amount of product (1.0 means a 100% yield; for example, 0.34 means a 34% yield). (1) The reactants are [Cl:1][C:2]1[C:7]([Cl:8])=[CH:6][C:5]([NH:9][CH2:10][C:11]([OH:13])=O)=[C:4]([OH:14])[CH:3]=1.[N:15]1([CH:21]2[CH2:24][N:23]([C:25]([O:27][C:28]([CH3:31])([CH3:30])[CH3:29])=[O:26])[CH2:22]2)[CH2:20][CH2:19][NH:18][CH2:17][CH2:16]1.CCN=C=NCCCN(C)C.Cl.C1C=CC2N(O)N=NC=2C=1.CCN(CC)CC. The catalyst is CN(C=O)C.O. The product is [Cl:1][C:2]1[C:7]([Cl:8])=[CH:6][C:5]([NH:9][CH2:10][C:11]([N:18]2[CH2:19][CH2:20][N:15]([CH:21]3[CH2:22][N:23]([C:25]([O:27][C:28]([CH3:31])([CH3:30])[CH3:29])=[O:26])[CH2:24]3)[CH2:16][CH2:17]2)=[O:13])=[C:4]([OH:14])[CH:3]=1. The yield is 0.310. (2) The reactants are [Br:1][C:2]1[CH:3]=[CH:4][C:5]([OH:25])=[C:6]([CH:24]=1)[C:7]([NH:9][C:10]1[S:11][C:12]([C:21](O)=[O:22])=[C:13]([C:15]2[CH:20]=[CH:19][CH:18]=[CH:17][CH:16]=2)[N:14]=1)=[O:8].CN.O.O[N:30]1[C:34]2C=CC=CC=2N=N1.CCN=C=NCCCN(C)C.Cl.Cl. The catalyst is O1CCCC1. The product is [Br:1][C:2]1[CH:3]=[CH:4][C:5]([OH:25])=[C:6]([CH:24]=1)[C:7]([NH:9][C:10]1[S:11][C:12]([C:21]([NH:30][CH3:34])=[O:22])=[C:13]([C:15]2[CH:20]=[CH:19][CH:18]=[CH:17][CH:16]=2)[N:14]=1)=[O:8]. The yield is 0.426. (3) The reactants are [CH3:1][O:2][C:3]1[CH:8]=[CH:7][C:6]([CH2:9][CH:10]([NH:12][CH2:13][C:14]2[CH:19]=[CH:18][CH:17]=[CH:16][CH:15]=2)[CH3:11])=[CH:5][CH:4]=1.C(O)(=O)[C@@H](C1C=CC=CC=1)O. No catalyst specified. The product is [CH3:1][O:2][C:3]1[CH:4]=[CH:5][C:6]([CH2:9][C@@H:10]([NH:12][CH2:13][C:14]2[CH:19]=[CH:18][CH:17]=[CH:16][CH:15]=2)[CH3:11])=[CH:7][CH:8]=1. The yield is 0.440. (4) The reactants are [Cl-].O[NH3+:3].[C:4](=[O:7])([O-])[OH:5].[Na+].CS(C)=O.[CH3:13][C:14]1([CH3:52])[CH2:18][O:17][C:16]2([CH2:23][CH2:22][CH:21]([N:24]3[C:29](=[O:30])[C:28]([CH2:31][C:32]4[CH:37]=[CH:36][C:35]([C:38]5[C:39]([C:44]#[N:45])=[CH:40][CH:41]=[CH:42][CH:43]=5)=[CH:34][CH:33]=4)=[C:27]([CH2:46][CH2:47][CH3:48])[N:26]4[N:49]=[CH:50][N:51]=[C:25]34)[CH2:20][CH2:19]2)[O:15]1. The catalyst is C(OCC)(=O)C. The product is [CH3:52][C:14]1([CH3:13])[CH2:18][O:17][C:16]2([CH2:19][CH2:20][CH:21]([N:24]3[C:29](=[O:30])[C:28]([CH2:31][C:32]4[CH:37]=[CH:36][C:35]([C:38]5[CH:43]=[CH:42][CH:41]=[CH:40][C:39]=5[C:44]5[NH:3][C:4](=[O:7])[O:5][N:45]=5)=[CH:34][CH:33]=4)=[C:27]([CH2:46][CH2:47][CH3:48])[N:26]4[N:49]=[CH:50][N:51]=[C:25]34)[CH2:22][CH2:23]2)[O:15]1. The yield is 0.470. (5) The reactants are [OH-].[Na+].[C:3]1([CH2:9][O:10][C:11]([CH:13]2[CH2:18][CH2:17][CH2:16][CH2:15][CH2:14]2)=[O:12])[CH:8]=[CH:7][CH:6]=[CH:5][CH:4]=1.Cl.[CH2:20]([N:22]([CH2:25]C)[CH2:23]C)C.Cl.C([N:30]=C=NCCCN(C)C)C. The catalyst is O1CCCC1.C(Cl)Cl. The product is [CH3:20][N:22]([CH2:25][C:6]1[CH:7]=[CH:8][C:3]([C:9]2[O:10][C:11](=[O:12])[C:13]3([CH2:18][CH2:17][CH2:16][CH2:15][CH2:14]3)[N:30]=2)=[CH:4][CH:5]=1)[CH3:23]. The yield is 0.680. (6) The reactants are [C:1]([CH2:3][C@H:4]([N:6]1[CH2:11][CH2:10][CH:9]([N:12]([C:22]2[CH:27]=[CH:26][C:25]([S:28][CH3:29])=[CH:24][CH:23]=2)[C:13](=O)[C:14]2[C:19]([CH3:20])=[CH:18][CH:17]=[N:16][CH:15]=2)[CH2:8][CH2:7]1)[CH3:5])#[N:2].B.C1COCC1.Cl. The catalyst is C1COCC1. The product is [NH2:2][CH2:1][CH2:3][C@H:4]([N:6]1[CH2:11][CH2:10][CH:9]([N:12]([CH2:13][C:14]2[CH:15]=[N:16][CH:17]=[CH:18][C:19]=2[CH3:20])[C:22]2[CH:23]=[CH:24][C:25]([S:28][CH3:29])=[CH:26][CH:27]=2)[CH2:8][CH2:7]1)[CH3:5]. The yield is 0.700. (7) The reactants are [CH3:1][NH:2][S:3]([C:6]1[CH:11]=[CH:10][CH:9]=[C:8]([N+:12]([O-])=O)[CH:7]=1)(=[O:5])=[O:4]. The catalyst is C(OCC)(=O)C.[Pd]. The product is [NH2:12][C:8]1[CH:7]=[C:6]([S:3]([NH:2][CH3:1])(=[O:5])=[O:4])[CH:11]=[CH:10][CH:9]=1. The yield is 0.580.